This data is from NCI-60 drug combinations with 297,098 pairs across 59 cell lines. The task is: Regression. Given two drug SMILES strings and cell line genomic features, predict the synergy score measuring deviation from expected non-interaction effect. (1) Cell line: SF-268. Synergy scores: CSS=-0.466, Synergy_ZIP=0.0186, Synergy_Bliss=-1.44, Synergy_Loewe=0.0846, Synergy_HSA=-2.56. Drug 2: C1=CC=C(C(=C1)C(C2=CC=C(C=C2)Cl)C(Cl)Cl)Cl. Drug 1: CC1=C2C(C(=O)C3(C(CC4C(C3C(C(C2(C)C)(CC1OC(=O)C(C(C5=CC=CC=C5)NC(=O)C6=CC=CC=C6)O)O)OC(=O)C7=CC=CC=C7)(CO4)OC(=O)C)O)C)OC(=O)C. (2) Cell line: LOX IMVI. Synergy scores: CSS=25.4, Synergy_ZIP=-8.33, Synergy_Bliss=-13.1, Synergy_Loewe=-9.28, Synergy_HSA=-8.37. Drug 1: C1=C(C(=O)NC(=O)N1)F. Drug 2: CC12CCC3C(C1CCC2OP(=O)(O)O)CCC4=C3C=CC(=C4)OC(=O)N(CCCl)CCCl.[Na+]. (3) Synergy scores: CSS=13.8, Synergy_ZIP=-5.71, Synergy_Bliss=-2.87, Synergy_Loewe=-19.2, Synergy_HSA=-2.00. Drug 2: CC1=C2C(C(=O)C3(C(CC4C(C3C(C(C2(C)C)(CC1OC(=O)C(C(C5=CC=CC=C5)NC(=O)C6=CC=CC=C6)O)O)OC(=O)C7=CC=CC=C7)(CO4)OC(=O)C)O)C)OC(=O)C. Drug 1: CN(C)C1=NC(=NC(=N1)N(C)C)N(C)C. Cell line: IGROV1. (4) Drug 1: C1CC(=O)NC(=O)C1N2C(=O)C3=CC=CC=C3C2=O. Drug 2: CC1=C(C(=O)C2=C(C1=O)N3CC4C(C3(C2COC(=O)N)OC)N4)N. Cell line: HS 578T. Synergy scores: CSS=3.94, Synergy_ZIP=-4.58, Synergy_Bliss=-3.60, Synergy_Loewe=-8.84, Synergy_HSA=-3.22. (5) Drug 1: CC1=C(C=C(C=C1)NC(=O)C2=CC=C(C=C2)CN3CCN(CC3)C)NC4=NC=CC(=N4)C5=CN=CC=C5. Drug 2: CC1CCCC2(C(O2)CC(NC(=O)CC(C(C(=O)C(C1O)C)(C)C)O)C(=CC3=CSC(=N3)C)C)C. Cell line: BT-549. Synergy scores: CSS=46.7, Synergy_ZIP=2.88, Synergy_Bliss=1.69, Synergy_Loewe=-29.4, Synergy_HSA=-0.126. (6) Drug 1: C1=CC(=CC=C1CCCC(=O)O)N(CCCl)CCCl. Drug 2: CC1=CC=C(C=C1)C2=CC(=NN2C3=CC=C(C=C3)S(=O)(=O)N)C(F)(F)F. Cell line: SNB-75. Synergy scores: CSS=3.01, Synergy_ZIP=-7.68, Synergy_Bliss=-6.40, Synergy_Loewe=-10.5, Synergy_HSA=-6.79. (7) Drug 1: C1=NNC2=C1C(=O)NC=N2. Drug 2: C(CCl)NC(=O)N(CCCl)N=O. Cell line: PC-3. Synergy scores: CSS=6.18, Synergy_ZIP=-2.28, Synergy_Bliss=-2.64, Synergy_Loewe=-1.21, Synergy_HSA=-1.69. (8) Drug 1: C1CCC(C1)C(CC#N)N2C=C(C=N2)C3=C4C=CNC4=NC=N3. Drug 2: CC1=C(C=C(C=C1)NC2=NC=CC(=N2)N(C)C3=CC4=NN(C(=C4C=C3)C)C)S(=O)(=O)N.Cl. Cell line: KM12. Synergy scores: CSS=32.5, Synergy_ZIP=3.80, Synergy_Bliss=4.84, Synergy_Loewe=-11.9, Synergy_HSA=5.88.